Dataset: Full USPTO retrosynthesis dataset with 1.9M reactions from patents (1976-2016). Task: Predict the reactants needed to synthesize the given product. Given the product [C:1]([O:5][C:6]([NH:8][C@H:9]1[C:13]2([CH2:14][CH2:15]2)[CH2:12][N:11]([C:29]2[C:28]([F:32])=[CH:27][C:18]([C:19]([CH2:21][C:22]([O:24][CH2:25][CH3:26])=[O:23])=[O:20])=[C:17]([F:16])[CH:30]=2)[CH2:10]1)=[O:7])([CH3:4])([CH3:2])[CH3:3], predict the reactants needed to synthesize it. The reactants are: [C:1]([O:5][C:6]([NH:8][C@H:9]1[C:13]2([CH2:15][CH2:14]2)[CH2:12][NH:11][CH2:10]1)=[O:7])([CH3:4])([CH3:3])[CH3:2].[F:16][C:17]1[CH:30]=[C:29](F)[C:28]([F:32])=[CH:27][C:18]=1[C:19]([CH2:21][C:22]([O:24][CH2:25][CH3:26])=[O:23])=[O:20].C(N(CC)CC)C.